Dataset: Full USPTO retrosynthesis dataset with 1.9M reactions from patents (1976-2016). Task: Predict the reactants needed to synthesize the given product. (1) The reactants are: [N:1]12[CH2:8][CH2:7][CH:4]([CH2:5][CH2:6]1)[CH:3]([O:9][C:10]1[CH:15]=[CH:14][C:13]([C:16]3[CH:21]=[CH:20][C:19]([NH:22][C:23]4[CH:28]=[CH:27][CH:26]=[CH:25][CH:24]=4)=[CH:18][CH:17]=3)=[CH:12][CH:11]=1)[CH2:2]2.C(O)C.[C:32]([OH:39])(=[O:38])/[CH:33]=[CH:34]/[C:35]([OH:37])=[O:36]. Given the product [C:32]([OH:39])(=[O:38])/[CH:33]=[CH:34]/[C:35]([OH:37])=[O:36].[N:1]12[CH2:6][CH2:5][CH:4]([CH2:7][CH2:8]1)[CH:3]([O:9][C:10]1[CH:11]=[CH:12][C:13]([C:16]3[CH:21]=[CH:20][C:19]([NH:22][C:23]4[CH:28]=[CH:27][CH:26]=[CH:25][CH:24]=4)=[CH:18][CH:17]=3)=[CH:14][CH:15]=1)[CH2:2]2, predict the reactants needed to synthesize it. (2) The reactants are: [NH2:1][C:2]1[C:3]([NH:12][C:13](=O)[C:14]2[CH:19]=[CH:18][CH:17]=[CH:16][CH:15]=2)=[C:4]([CH:9]=[CH:10][CH:11]=1)[C:5]([O:7][CH3:8])=[O:6].C([O-])(O)=O.[Na+]. Given the product [C:14]1([C:13]2[NH:12][C:3]3[C:4]([C:5]([O:7][CH3:8])=[O:6])=[CH:9][CH:10]=[CH:11][C:2]=3[N:1]=2)[CH:19]=[CH:18][CH:17]=[CH:16][CH:15]=1, predict the reactants needed to synthesize it. (3) Given the product [F:24][C:25]1[CH:33]=[C:32]2[C:28]([C:29]([CH2:34][CH2:35][NH:36][C:7]([C:6]3[C:5]4[CH:10]=[CH:11][C:12]([O:14][C:15]5[CH:20]=[CH:19][N:18]=[C:17]6[CH:21]=[CH:22][S:23][C:16]=56)=[CH:13][C:4]=4[O:3][C:2]=3[CH3:1])=[O:8])=[CH:30][NH:31]2)=[CH:27][CH:26]=1, predict the reactants needed to synthesize it. The reactants are: [CH3:1][C:2]1[O:3][C:4]2[CH:13]=[C:12]([O:14][C:15]3[CH:20]=[CH:19][N:18]=[C:17]4[CH:21]=[CH:22][S:23][C:16]=34)[CH:11]=[CH:10][C:5]=2[C:6]=1[C:7](O)=[O:8].[F:24][C:25]1[CH:33]=[C:32]2[C:28]([C:29]([CH2:34][CH2:35][NH2:36])=[CH:30][NH:31]2)=[CH:27][CH:26]=1. (4) Given the product [C:1]([O:5][C:6]([N:8]1[CH2:9][C:10]2[C:15](=[CH:14][C:13]([C:17]([F:20])([F:18])[F:19])=[C:12]([CH2:21][CH3:22])[CH:11]=2)[CH2:16]1)=[O:7])([CH3:2])([CH3:3])[CH3:4], predict the reactants needed to synthesize it. The reactants are: [C:1]([O:5][C:6]([N:8]1[CH2:16][C:15]2[C:10](=[CH:11][C:12]([CH:21]=[CH2:22])=[C:13]([C:17]([F:20])([F:19])[F:18])[CH:14]=2)[CH2:9]1)=[O:7])([CH3:4])([CH3:3])[CH3:2].